The task is: Predict which catalyst facilitates the given reaction.. This data is from Catalyst prediction with 721,799 reactions and 888 catalyst types from USPTO. (1) Reactant: [F:1][C:2]1[CH:9]=[C:8]([C:10]2[S:11][C:12]([CH2:16][CH2:17][C:18]3[CH:23]=[CH:22][C:21]([O:24][CH2:25][C:26]45OCC(C)(C[O:31]4)C[O:27]5)=[C:20]([CH3:35])[CH:19]=3)=[C:13]([CH3:15])[CH:14]=2)[CH:7]=[CH:6][C:3]=1[C:4]#[N:5].Cl. Product: [C:4]([C:3]1[CH:6]=[CH:7][C:8]([C:10]2[S:11][C:12]([CH2:16][CH2:17][C:18]3[CH:23]=[CH:22][C:21]([O:24][CH2:25][C:26]([OH:31])=[O:27])=[C:20]([CH3:35])[CH:19]=3)=[C:13]([CH3:15])[CH:14]=2)=[CH:9][C:2]=1[F:1])#[N:5]. The catalyst class is: 41. (2) Reactant: Cl[C:2]1[CH:12]=[CH:11][C:5]([C:6]([O:8][CH2:9][CH3:10])=[O:7])=[CH:4][N:3]=1.[NH:13]1[C:17]2[CH:18]=[CH:19][CH:20]=[CH:21][C:16]=2[N:15]=[CH:14]1.C(=O)([O-])[O-].[K+].[K+].CN(C)C=O. Product: [N:13]1([C:2]2[CH:12]=[CH:11][C:5]([C:6]([O:8][CH2:9][CH3:10])=[O:7])=[CH:4][N:3]=2)[C:17]2[CH:18]=[CH:19][CH:20]=[CH:21][C:16]=2[N:15]=[CH:14]1. The catalyst class is: 6. (3) Reactant: [F:1][C:2]1[C:24]([F:25])=[CH:23][CH:22]=[CH:21][C:3]=1[O:4][CH2:5]/[CH:6]=[CH:7]/[CH2:8][CH:9]([N:16]1[CH:20]=[N:19][CH:18]=[N:17]1)[C:10](=[O:15])[C:11]([CH3:14])([CH3:13])[CH3:12].[BH4-].[Na+].[NH4+].[Cl-]. Product: [F:1][C:2]1[C:24]([F:25])=[CH:23][CH:22]=[CH:21][C:3]=1[O:4][CH2:5]/[CH:6]=[CH:7]/[CH2:8][CH:9]([N:16]1[CH:20]=[N:19][CH:18]=[N:17]1)[CH:10]([OH:15])[C:11]([CH3:14])([CH3:13])[CH3:12]. The catalyst class is: 4. (4) Reactant: [Cl:1][C:2]1[CH:3]=[C:4](/[CH:27]=[CH:28]/[C:29]([O:31]CC)=[O:30])[CH:5]=[CH:6][C:7]=1[C:8]1[N:12]=[C:11]([C:13]2[N:14]=[C:15]3[C:20]([Cl:21])=[CH:19][C:18]([C:22]([F:25])([F:24])[F:23])=[CH:17][N:16]3[CH:26]=2)[O:10][N:9]=1.[Li+].[OH-].Cl. Product: [Cl:1][C:2]1[CH:3]=[C:4](/[CH:27]=[CH:28]/[C:29]([OH:31])=[O:30])[CH:5]=[CH:6][C:7]=1[C:8]1[N:12]=[C:11]([C:13]2[N:14]=[C:15]3[C:20]([Cl:21])=[CH:19][C:18]([C:22]([F:24])([F:25])[F:23])=[CH:17][N:16]3[CH:26]=2)[O:10][N:9]=1. The catalyst class is: 14. (5) Reactant: [OH:1][C:2]1[CH:7]=[CH:6][C:5]([CH2:8][CH2:9][C:10]#[N:11])=[CH:4][CH:3]=1.[Br:12]Br.[CH2:14](Cl)[O:15][CH2:16][CH2:17][O:18][CH3:19].[OH-].[Na+]. Product: [Br:12][C:7]1[CH:6]=[C:5]([CH2:8][CH2:9][C:10]#[N:11])[CH:4]=[CH:3][C:2]=1[O:1][CH2:14][O:15][CH2:16][CH2:17][O:18][CH3:19]. The catalyst class is: 338. (6) Reactant: [CH3:1][C:2]1[O:3][C:4]([C:10]2[CH:15]=[CH:14][CH:13]=[CH:12][CH:11]=2)=[CH:5][C:6]=1[C:7]([OH:9])=[O:8].[CH2:16](I)[CH3:17].C(=O)([O-])[O-].[K+].[K+].O. Product: [CH3:1][C:2]1[O:3][C:4]([C:10]2[CH:15]=[CH:14][CH:13]=[CH:12][CH:11]=2)=[CH:5][C:6]=1[C:7]([O:9][CH2:16][CH3:17])=[O:8]. The catalyst class is: 9. (7) Reactant: [Br:1][C:2]1[CH:10]=[C:9]2[C:5]([C:6]([CH:11]=[O:12])=[N:7][NH:8]2)=[CH:4][CH:3]=1.C(N(CC)CC)C.[C:20](O[C:20]([O:22][C:23]([CH3:26])([CH3:25])[CH3:24])=[O:21])([O:22][C:23]([CH3:26])([CH3:25])[CH3:24])=[O:21]. Product: [Br:1][C:2]1[CH:10]=[C:9]2[C:5]([C:6]([CH:11]=[O:12])=[N:7][N:8]2[C:20]([O:22][C:23]([CH3:26])([CH3:25])[CH3:24])=[O:21])=[CH:4][CH:3]=1. The catalyst class is: 112.